Dataset: CYP3A4 inhibition data for predicting drug metabolism from PubChem BioAssay. Task: Regression/Classification. Given a drug SMILES string, predict its absorption, distribution, metabolism, or excretion properties. Task type varies by dataset: regression for continuous measurements (e.g., permeability, clearance, half-life) or binary classification for categorical outcomes (e.g., BBB penetration, CYP inhibition). Dataset: cyp3a4_veith. (1) The result is 1 (inhibitor). The compound is CCn1c(-c2nonc2NC(=O)c2ccccc2)nc2ccccc21. (2) The drug is COc1nnc(OC)c2ccccc12. The result is 0 (non-inhibitor). (3) The molecule is CS(=O)(=O)O.O[C@@H](c1cc(C(F)(F)F)nc2c(Cl)cc(Cl)cc12)[C@@H]1CCCCN1. The result is 0 (non-inhibitor). (4) The drug is COC(=O)c1ccc(N2CCN(CC(=O)c3ccc(-c4ccccc4)cc3)CC2)c([N+](=O)[O-])c1. The result is 0 (non-inhibitor). (5) The result is 0 (non-inhibitor). The compound is CCOC(=O)C1=C2SCC(=O)N2C(N)=C(C#N)C1. (6) The molecule is C[C@@H](C(=O)NCc1cccc2ccccc12)[C@H]1C[C@]1(C)[C@H](NC(=O)OCc1ccccc1)c1ccccc1. The result is 1 (inhibitor).